From a dataset of Reaction yield outcomes from USPTO patents with 853,638 reactions. Predict the reaction yield, written as a fraction of the theoretical maximum amount of product (1.0 means a 100% yield; for example, 0.34 means a 34% yield). (1) The reactants are [CH2:1]([N:8]1[C:13](=[O:14])[C:12]2=[CH:15][CH:16]=[C:17]([Cl:18])[N:11]2[N:10]=[C:9]1[CH:19]([CH:21]1[CH2:23][CH2:22]1)O)[C:2]1[CH:7]=[CH:6][CH:5]=[CH:4][CH:3]=1.N1C=CC=CC=1.S(Cl)([Cl:32])=O. The catalyst is C(Cl)Cl. The product is [CH2:1]([N:8]1[C:13](=[O:14])[C:12]2=[CH:15][CH:16]=[C:17]([Cl:18])[N:11]2[N:10]=[C:9]1[CH:19]([Cl:32])[CH:21]1[CH2:23][CH2:22]1)[C:2]1[CH:7]=[CH:6][CH:5]=[CH:4][CH:3]=1. The yield is 0.650. (2) The reactants are [H-].[Na+].F[C:4]1[CH:5]=[CH:6][C:7]2[N+:12]([O-:13])=[N:11][C:10]([NH:14][CH2:15][CH2:16][N:17]([CH3:19])[CH3:18])=[N:9][C:8]=2[CH:20]=1.[CH3:21][O:22][CH2:23][CH2:24][OH:25]. The catalyst is C1COCC1. The product is [CH3:21][O:22][CH2:23][CH2:24][O:25][C:4]1[CH:5]=[CH:6][C:7]2[N+:12]([O-:13])=[N:11][C:10]([NH:14][CH2:15][CH2:16][N:17]([CH3:19])[CH3:18])=[N:9][C:8]=2[CH:20]=1. The yield is 0.930. (3) No catalyst specified. The product is [CH3:15][O:16][C:17]1[CH:22]=[C:21]([O:23][CH3:24])[CH:20]=[CH:19][C:18]=1[N:25]1[CH2:26][CH2:27][N:28]([C:2]2[C:3]([CH3:14])=[C:4]([CH3:13])[C:5]3[O:9][CH:8]([CH3:10])[CH2:7][C:6]=3[C:11]=2[CH3:12])[CH2:29][CH2:30]1. The reactants are Br[C:2]1[C:3]([CH3:14])=[C:4]([CH3:13])[C:5]2[O:9][CH:8]([CH3:10])[CH2:7][C:6]=2[C:11]=1[CH3:12].[CH3:15][O:16][C:17]1[CH:22]=[C:21]([O:23][CH3:24])[CH:20]=[CH:19][C:18]=1[N:25]1[CH2:30][CH2:29][NH:28][CH2:27][CH2:26]1. The yield is 0.540. (4) The reactants are [CH2:1]([NH:8][C:9]1([C:12]2[CH:17]=[CH:16][C:15](Br)=[CH:14][CH:13]=2)[CH2:11][CH2:10]1)[C:2]1[CH:7]=[CH:6][CH:5]=[CH:4][CH:3]=1.[CH3:19][Si:20]([C:23]#[CH:24])([CH3:22])[CH3:21]. The catalyst is C(N(CC)CC)C.[Cu]I.Cl[Pd](Cl)([P](C1C=CC=CC=1)(C1C=CC=CC=1)C1C=CC=CC=1)[P](C1C=CC=CC=1)(C1C=CC=CC=1)C1C=CC=CC=1. The product is [CH2:1]([NH:8][C:9]1([C:12]2[CH:17]=[CH:16][C:15]([C:24]#[C:23][Si:20]([CH3:22])([CH3:21])[CH3:19])=[CH:14][CH:13]=2)[CH2:11][CH2:10]1)[C:2]1[CH:7]=[CH:6][CH:5]=[CH:4][CH:3]=1. The yield is 0.740. (5) The reactants are [C:1]([O:5][C:6]([N:8]1[CH2:13][CH2:12][N:11]([CH2:14][C:15]2[N:20]=[C:19]3[N:21]=[C:22]([C:24]4[CH:29]=[CH:28][CH:27]=[C:26]([N+:30]([O-])=O)[CH:25]=4)[O:23][C:18]3=[CH:17][CH:16]=2)[CH2:10][CH2:9]1)=[O:7])([CH3:4])([CH3:3])[CH3:2].O.O.[SH-].[Na+]. The catalyst is CO. The product is [C:1]([O:5][C:6]([N:8]1[CH2:13][CH2:12][N:11]([CH2:14][C:15]2[N:20]=[C:19]3[N:21]=[C:22]([C:24]4[CH:29]=[CH:28][CH:27]=[C:26]([NH2:30])[CH:25]=4)[O:23][C:18]3=[CH:17][CH:16]=2)[CH2:10][CH2:9]1)=[O:7])([CH3:4])([CH3:2])[CH3:3]. The yield is 1.00. (6) The reactants are [NH:1]1[C:9]2[C:4](=[CH:5][CH:6]=[CH:7][CH:8]=2)[CH:3]=[C:2]1[C:10]([O:12][CH2:13][CH3:14])=[O:11].[H-].[Na+].Br[CH2:18][C:19]#[N:20]. The catalyst is CN(C=O)C. The product is [C:19]([CH2:18][N:1]1[C:9]2[C:4](=[CH:5][CH:6]=[CH:7][CH:8]=2)[CH:3]=[C:2]1[C:10]([O:12][CH2:13][CH3:14])=[O:11])#[N:20]. The yield is 0.660.